From a dataset of Full USPTO retrosynthesis dataset with 1.9M reactions from patents (1976-2016). Predict the reactants needed to synthesize the given product. (1) Given the product [CH3:13][O:14][C:15](=[O:30])[CH2:16][CH:17]1[N:22]([C:2]2[C:11]3[C:6](=[CH:7][CH:8]=[CH:9][CH:10]=3)[N:5]=[C:4]([CH3:12])[CH:3]=2)[CH2:21][CH2:20][N:19]([C:23]([O:25][C:26]([CH3:28])([CH3:27])[CH3:29])=[O:24])[CH2:18]1, predict the reactants needed to synthesize it. The reactants are: Cl[C:2]1[C:11]2[C:6](=[CH:7][CH:8]=[CH:9][CH:10]=2)[N:5]=[C:4]([CH3:12])[CH:3]=1.[CH3:13][O:14][C:15](=[O:30])[CH2:16][CH:17]1[NH:22][CH2:21][CH2:20][N:19]([C:23]([O:25][C:26]([CH3:29])([CH3:28])[CH3:27])=[O:24])[CH2:18]1.C(=O)([O-])[O-].[Cs+].[Cs+].CC1(C)C2C=CC=C(P(C3C=CC=CC=3)C3C=CC=CC=3)C=2OC2C1=CC=CC=2P(C1C=CC=CC=1)C1C=CC=CC=1. (2) The reactants are: I.[N:2]([C:5]1[C:10]([C:11]([O:13][CH3:14])=[O:12])=[C:9]([C:15]([F:18])([F:17])[F:16])[N:8]=[CH:7][CH:6]=1)=[N+]=[N-]. Given the product [NH2:2][C:5]1[C:10]([C:11]([O:13][CH3:14])=[O:12])=[C:9]([C:15]([F:18])([F:16])[F:17])[N:8]=[CH:7][CH:6]=1, predict the reactants needed to synthesize it. (3) Given the product [CH3:15][O:16][C:17]1[CH:22]=[CH:21][C:20]([C:9]2[CH:10]=[CH:11][C:6]([CH3:14])=[CH:7][CH:8]=2)=[CH:19][CH:18]=1, predict the reactants needed to synthesize it. The reactants are: C1COCC1.[C:6]1([CH3:14])[CH:11]=[CH:10][C:9]([Mg]Br)=[CH:8][CH:7]=1.[CH3:15][O:16][C:17]1[CH:22]=[CH:21][C:20](Cl)=[CH:19][CH:18]=1.C1(C)C=CC=CC=1. (4) Given the product [Cl:20][C:21]1[CH:26]=[CH:25][C:24]([CH:9]([OH:10])[C:8]([NH:12][C:13](=[O:19])[O:14][C:15]([CH3:18])([CH3:17])[CH3:16])([C:5]2[CH:6]=[N:7][C:2]([Cl:1])=[CH:3][CH:4]=2)[CH3:11])=[CH:23][C:22]=1[F:29], predict the reactants needed to synthesize it. The reactants are: [Cl:1][C:2]1[N:7]=[CH:6][C:5]([C:8]([NH:12][C:13](=[O:19])[O:14][C:15]([CH3:18])([CH3:17])[CH3:16])([CH3:11])[CH:9]=[O:10])=[CH:4][CH:3]=1.[Cl:20][C:21]1[CH:26]=[CH:25][C:24]([Mg]Br)=[CH:23][C:22]=1[F:29].[Cl-].[NH4+]. (5) Given the product [F:1][C:2]1[C:3]([C:33]([F:35])([F:34])[F:36])=[C:4]([CH:9]2[CH2:10][CH2:11][N:12]([C:15]([C:17]3[C:21]4[CH2:22][NH:23][CH2:24][CH2:25][C:20]=4[NH:19][N:18]=3)=[O:16])[CH2:13][CH2:14]2)[CH:5]=[C:6]([F:8])[CH:7]=1, predict the reactants needed to synthesize it. The reactants are: [F:1][C:2]1[C:3]([C:33]([F:36])([F:35])[F:34])=[C:4]([CH:9]2[CH2:14][CH2:13][N:12]([C:15]([C:17]3[C:21]4[CH2:22][N:23](C(OC(C)(C)C)=O)[CH2:24][CH2:25][C:20]=4[NH:19][N:18]=3)=[O:16])[CH2:11][CH2:10]2)[CH:5]=[C:6]([F:8])[CH:7]=1.Cl. (6) Given the product [Cl:1][C:2]1[CH:10]=[C:9]([NH:11][C:12](=[O:13])[CH2:14][C:15]2[CH:20]=[CH:19][CH:18]=[CH:17][C:16]=2[CH3:21])[CH:8]=[CH:7][C:3]=1[C:4]([CH2:25][N+:22]([O-:24])=[O:23])=[O:6], predict the reactants needed to synthesize it. The reactants are: [Cl:1][C:2]1[CH:10]=[C:9]([NH:11][C:12]([CH2:14][C:15]2[CH:20]=[CH:19][CH:18]=[CH:17][C:16]=2[CH3:21])=[O:13])[CH:8]=[CH:7][C:3]=1[C:4]([OH:6])=O.[N+:22]([CH3:25])([O-:24])=[O:23].C(P(=O)(OCC)OCC)#N.C(N(CC)CC)C. (7) The reactants are: [Cl:1][C:2]1[CH:3]=[C:4]2[C:10]3([CH2:15][CH2:14][N:13]([C:16]([O:18][C:19]([CH3:22])([CH3:21])[CH3:20])=[O:17])[CH2:12][CH2:11]3)[CH2:9][N:8]([C:23]3[C:24]4[C@H:31]([CH3:32])[CH2:30][C@@H:29]([O:33]C(=O)C5C=CC([N+]([O-])=O)=CC=5)[C:25]=4[N:26]=[CH:27][N:28]=3)[C:5]2=[CH:6][CH:7]=1.ClC1C=C2C3(CCN(C(OC(C)(C)C)=O)CC3)CN(C3C4[C@H](C)C[C@H](OC(=O)C5C=CC([N+]([O-])=O)=CC=5)C=4N=CN=3)C2=CC=1. Given the product [Cl:1][C:2]1[CH:3]=[C:4]2[C:10]3([CH2:11][CH2:12][N:13]([C:16]([O:18][C:19]([CH3:22])([CH3:21])[CH3:20])=[O:17])[CH2:14][CH2:15]3)[CH2:9][N:8]([C:23]3[C:24]4[C@H:31]([CH3:32])[CH2:30][C@H:29]([OH:33])[C:25]=4[N:26]=[CH:27][N:28]=3)[C:5]2=[CH:6][CH:7]=1, predict the reactants needed to synthesize it.